From a dataset of Peptide-MHC class I binding affinity with 185,985 pairs from IEDB/IMGT. Regression. Given a peptide amino acid sequence and an MHC pseudo amino acid sequence, predict their binding affinity value. This is MHC class I binding data. (1) The peptide sequence is TAATKRYPGV. The MHC is HLA-A68:02 with pseudo-sequence HLA-A68:02. The binding affinity (normalized) is 0.365. (2) The peptide sequence is HANNSTDTV. The MHC is HLA-A02:03 with pseudo-sequence HLA-A02:03. The binding affinity (normalized) is 0.226. (3) The peptide sequence is NEKKAKLANV. The MHC is Mamu-A11 with pseudo-sequence Mamu-A11. The binding affinity (normalized) is 0. (4) The peptide sequence is RNEQGQTLW. The MHC is HLA-A02:01 with pseudo-sequence HLA-A02:01. The binding affinity (normalized) is 0.0847. (5) The peptide sequence is LLDEGKQSL. The MHC is HLA-A02:12 with pseudo-sequence HLA-A02:12. The binding affinity (normalized) is 0.872. (6) The peptide sequence is QGKQHLHSL. The MHC is HLA-A69:01 with pseudo-sequence HLA-A69:01. The binding affinity (normalized) is 0.0847.